From a dataset of Full USPTO retrosynthesis dataset with 1.9M reactions from patents (1976-2016). Predict the reactants needed to synthesize the given product. (1) Given the product [CH2:1]([NH:3][C:4]1[C:17]2[C:16](=[O:18])[N:15]([C:19]3[CH:20]=[C:21]([C:25]4[O:29][C:28](=[O:30])[N:27]([CH3:31])[N:26]=4)[CH:22]=[CH:23][CH:24]=3)[CH2:14][C@H:13]3[N:9]([CH2:10][CH2:11][CH2:12]3)[C:8]=2[N:7]=[C:6]([NH:38][CH2:36][CH3:37])[N:5]=1)[CH3:2], predict the reactants needed to synthesize it. The reactants are: [CH2:1]([NH:3][C:4]1[C:17]2[C:16](=[O:18])[N:15]([C:19]3[CH:20]=[C:21]([C:25]4[O:29][C:28](=[O:30])[N:27]([CH3:31])[N:26]=4)[CH:22]=[CH:23][CH:24]=3)[CH2:14][C@H:13]3[N:9]([CH2:10][CH2:11][CH2:12]3)[C:8]=2[N:7]=[C:6](S(C)(=O)=O)[N:5]=1)[CH3:2].[CH2:36]([NH2:38])[CH3:37].C1COCC1. (2) Given the product [CH2:32]([O:16][CH:13]1[CH2:12][CH2:11][N:10]([C:8](=[O:9])[C@@H:7]([NH:17][C:18]([C:20]2[NH:29][C:23]3=[CH:24][N:25]=[C:26]([Cl:28])[CH:27]=[C:22]3[CH:21]=2)=[O:19])[CH2:6][C:5]2[CH:30]=[CH:31][C:2]([F:1])=[CH:3][CH:4]=2)[CH2:15][CH2:14]1)[C:33]1[CH:38]=[CH:37][CH:36]=[CH:35][CH:34]=1, predict the reactants needed to synthesize it. The reactants are: [F:1][C:2]1[CH:31]=[CH:30][C:5]([CH2:6][C@H:7]([NH:17][C:18]([C:20]2[NH:29][C:23]3=[CH:24][N:25]=[C:26]([Cl:28])[CH:27]=[C:22]3[CH:21]=2)=[O:19])[C:8]([N:10]2[CH2:15][CH2:14][CH:13]([OH:16])[CH2:12][CH2:11]2)=[O:9])=[CH:4][CH:3]=1.[CH2:32](Br)[C:33]1[CH:38]=[CH:37][CH:36]=[CH:35][CH:34]=1.[H-].[Na+]. (3) Given the product [N:42]1[C:41]2[NH:45][CH:46]=[CH:47][C:40]=2[C:39]([N:36]2[CH2:35][CH2:34][C:33]([C:48]3[NH:69][C:64]4[CH:63]=[C:62]([C:61]([F:60])([F:70])[F:71])[CH:67]=[CH:66][C:65]=4[N:68]=3)([NH2:32])[CH2:38][CH2:37]2)=[N:44][CH:43]=1, predict the reactants needed to synthesize it. The reactants are: CN(C(ON1N=NC2C=CC=NC1=2)=[N+](C)C)C.F[P-](F)(F)(F)(F)F.C(OC([NH:32][C:33]1([C:48](O)=O)[CH2:38][CH2:37][N:36]([C:39]2[C:40]3[CH:47]=[CH:46][NH:45][C:41]=3[N:42]=[CH:43][N:44]=2)[CH2:35][CH2:34]1)=O)(C)(C)C.CCN(C(C)C)C(C)C.[F:60][C:61]([F:71])([F:70])[C:62]1[CH:63]=[C:64]([NH2:69])[C:65]([NH2:68])=[CH:66][CH:67]=1. (4) Given the product [CH2:28]([S:35][CH:36]([CH:39]([O:40][CH3:41])[O:42][CH3:43])[CH2:37][NH:38][C:12]([C:9]1[NH:10][C:11]2[C:7]([CH:8]=1)=[CH:6][C:5]([O:15][C:16]([F:17])([F:19])[F:18])=[CH:4][C:3]=2[N:2]([CH3:1])[S:20]([C:23]1[S:24][CH:25]=[CH:26][CH:27]=1)(=[O:21])=[O:22])=[O:13])[C:29]1[CH:34]=[CH:33][CH:32]=[CH:31][CH:30]=1, predict the reactants needed to synthesize it. The reactants are: [CH3:1][N:2]([S:20]([C:23]1[S:24][CH:25]=[CH:26][CH:27]=1)(=[O:22])=[O:21])[C:3]1[CH:4]=[C:5]([O:15][C:16]([F:19])([F:18])[F:17])[CH:6]=[C:7]2[C:11]=1[NH:10][C:9]([C:12](O)=[O:13])=[CH:8]2.[CH2:28]([S:35][CH:36]([CH:39]([O:42][CH3:43])[O:40][CH3:41])[CH2:37][NH2:38])[C:29]1[CH:34]=[CH:33][CH:32]=[CH:31][CH:30]=1.C(N(C(C)C)CC)(C)C.F[P-](F)(F)(F)(F)F.N1(OC(N(C)C)=[N+](C)C)C2N=CC=CC=2N=N1.